From a dataset of Full USPTO retrosynthesis dataset with 1.9M reactions from patents (1976-2016). Predict the reactants needed to synthesize the given product. (1) Given the product [Cl:1][C:2]1[CH:7]=[CH:6][C:5]([C:8]2[C:9]([F:17])=[CH:10][N:11]=[CH:12][C:13]=2[CH2:14][OH:15])=[C:4]([F:18])[CH:3]=1, predict the reactants needed to synthesize it. The reactants are: [Cl:1][C:2]1[CH:7]=[CH:6][C:5]([C:8]2[C:13]([C:14]([O-])=[O:15])=[CH:12][N:11]=[CH:10][C:9]=2[F:17])=[C:4]([F:18])[CH:3]=1.[H-].[H-].[H-].[H-].[Li+].[Al+3]. (2) Given the product [F:24][CH:25]([F:36])[O:26][C:27]1[CH:33]=[CH:32][C:30]([NH:31][C:2]2[N:7]=[CH:6][N:5]=[C:4]([C:8]3[CH:9]=[CH:10][C:11]([O:16][CH:17]4[CH2:22][CH2:21][O:20][CH2:19][CH2:18]4)=[C:12]([CH:15]=3)[C:13]#[N:14])[N:3]=2)=[CH:29][C:28]=1[O:34][CH3:35], predict the reactants needed to synthesize it. The reactants are: Cl[C:2]1[N:7]=[CH:6][N:5]=[C:4]([C:8]2[CH:9]=[CH:10][C:11]([O:16][CH:17]3[CH2:22][CH2:21][O:20][CH2:19][CH2:18]3)=[C:12]([CH:15]=2)[C:13]#[N:14])[N:3]=1.Cl.[F:24][CH:25]([F:36])[O:26][C:27]1[CH:33]=[CH:32][C:30]([NH2:31])=[CH:29][C:28]=1[O:34][CH3:35].C(N(CC)C(C)C)(C)C. (3) Given the product [CH2:1]([N:8]1[CH2:14][C:13]2[CH:15]=[CH:16][C:17]([F:20])=[C:18]([C:23]3[CH:24]=[CH:25][O:21][CH:22]=3)[C:12]=2[O:11][CH2:10][CH2:9]1)[C:2]1[CH:7]=[CH:6][CH:5]=[CH:4][CH:3]=1, predict the reactants needed to synthesize it. The reactants are: [CH2:1]([N:8]1[CH2:14][C:13]2[CH:15]=[CH:16][C:17]([F:20])=[C:18](Br)[C:12]=2[O:11][CH2:10][CH2:9]1)[C:2]1[CH:7]=[CH:6][CH:5]=[CH:4][CH:3]=1.[O:21]1[CH:25]=[CH:24][C:23](B(O)O)=[CH:22]1.C(=O)([O-])[O-].[K+].[K+].COCCOC. (4) Given the product [NH2:44][C:36]1[CH:35]=[C:34]([F:33])[C:39]([CH:40]([CH3:41])[CH3:42])=[CH:38][C:37]=1[NH:43][C:27](=[O:28])[CH2:26][CH2:25][CH2:24][CH2:23][N:22]([CH2:21][C@@H:13]1[C@@H:14]2[C@@H:15]([O:16][C:17]([CH3:19])([CH3:20])[O:18]2)[C@H:11]([N:6]2[CH:5]=[N:4][C:3]3[C:7]2=[N:8][CH:9]=[N:10][C:2]=3[NH2:1])[O:12]1)[CH:30]([CH3:31])[CH3:32], predict the reactants needed to synthesize it. The reactants are: [NH2:1][C:2]1[N:10]=[CH:9][N:8]=[C:7]2[C:3]=1[N:4]=[CH:5][N:6]2[C@H:11]1[C@@H:15]2[O:16][C:17]([CH3:20])([CH3:19])[O:18][C@@H:14]2[C@@H:13]([CH2:21][N:22]([CH:30]([CH3:32])[CH3:31])[CH2:23][CH2:24][CH2:25][CH2:26][C:27](O)=[O:28])[O:12]1.[F:33][C:34]1[CH:35]=[C:36]([NH2:44])[C:37]([NH2:43])=[CH:38][C:39]=1[CH:40]([CH3:42])[CH3:41].CCN=C=NCCCN(C)C.C1C=CC2N(O)N=NC=2C=1.CCN(CC)CC. (5) Given the product [C:1]([O:9][C@@H:10]1[C:14]([CH2:15][O:16][S:17]([CH3:20])(=[O:19])=[O:18])([CH2:21][O:22][S:23]([CH3:26])(=[O:24])=[O:25])[O:13][C@@H:12]([N:27]2[CH:35]=[C:33]([CH3:34])[C:31](=[O:32])[NH:30][C:28]2=[O:29])[C@H:11]1[O:36][S:45]([C:44]([F:57])([F:56])[F:43])(=[O:47])=[O:46])(=[O:8])[C:2]1[CH:3]=[CH:4][CH:5]=[CH:6][CH:7]=1, predict the reactants needed to synthesize it. The reactants are: [C:1]([O:9][C@@H:10]1[C:14]([CH2:21][O:22][S:23]([CH3:26])(=[O:25])=[O:24])([CH2:15][O:16][S:17]([CH3:20])(=[O:19])=[O:18])[O:13][C@@H:12]([N:27]2[CH:35]=[C:33]([CH3:34])[C:31](=[O:32])[NH:30][C:28]2=[O:29])[C@H:11]1[OH:36])(=[O:8])[C:2]1[CH:7]=[CH:6][CH:5]=[CH:4][CH:3]=1.N1C=CC=CC=1.[F:43][C:44]([F:57])([F:56])[S:45](O[S:45]([C:44]([F:57])([F:56])[F:43])(=[O:47])=[O:46])(=[O:47])=[O:46]. (6) Given the product [N+:14]([C:6]1[CH:5]=[CH:4][C:3]([N:17]2[CH2:22][CH2:21][O:20][CH2:19][CH2:18]2)=[CH:8][C:7]=1[N:9]1[CH:13]=[CH:12][CH:11]=[N:10]1)([O-:16])=[O:15], predict the reactants needed to synthesize it. The reactants are: CO[C:3]1[CH:4]=[CH:5][C:6]([N+:14]([O-:16])=[O:15])=[C:7]([N:9]2[CH:13]=[CH:12][CH:11]=[N:10]2)[CH:8]=1.[NH:17]1[CH2:22][CH2:21][O:20][CH2:19][CH2:18]1. (7) The reactants are: [NH2:1][CH2:2][C:3]1[CH:16]=[CH:15][C:6]([CH2:7][NH:8][C:9]2[CH:14]=[CH:13][CH:12]=[CH:11][CH:10]=2)=[CH:5][CH:4]=1.[NH2:17][C:18]1[N:26]=[C:25]([Cl:27])[CH:24]=[CH:23][C:19]=1[C:20](O)=[O:21].F[P-](F)(F)(F)(F)F.N1(O[P+](N(C)C)(N(C)C)N(C)C)C2C=CC=CC=2N=N1.C(N(CC)CC)C. Given the product [NH2:17][C:18]1[N:26]=[C:25]([Cl:27])[CH:24]=[CH:23][C:19]=1[C:20]([NH:1][CH2:2][C:3]1[CH:16]=[CH:15][C:6]([CH2:7][NH:8][C:9]2[CH:14]=[CH:13][CH:12]=[CH:11][CH:10]=2)=[CH:5][CH:4]=1)=[O:21], predict the reactants needed to synthesize it. (8) Given the product [CH3:22][C:19]1([CH3:21])[O:18][C@H:17]2[O:23][C@H:14]([C@@H:11]([OH:10])[CH2:12][CH3:13])[CH2:15][C@H:16]2[O:20]1, predict the reactants needed to synthesize it. The reactants are: [N+](C1C=CC(C([O:10][C@H:11]([C@H:14]2[O:23][C@@H:17]3[O:18][C:19]([CH3:22])([CH3:21])[O:20][C@@H:16]3[CH2:15]2)[CH2:12][CH3:13])=O)=CC=1)([O-])=O.C([O-])([O-])=O.[K+].[K+]. (9) Given the product [Cl:14][CH2:15][C:16]1[N:8]=[C:6]([C:5]2[CH:9]=[CH:10][CH:11]=[C:3]([C:2]([F:12])([F:13])[F:1])[CH:4]=2)[O:7][CH:17]=1, predict the reactants needed to synthesize it. The reactants are: [F:1][C:2]([F:13])([F:12])[C:3]1[CH:4]=[C:5]([CH:9]=[CH:10][CH:11]=1)[C:6]([NH2:8])=[O:7].[Cl:14][CH2:15][C:16](=O)[CH2:17]Cl.